This data is from Reaction yield outcomes from USPTO patents with 853,638 reactions. The task is: Predict the reaction yield, written as a fraction of the theoretical maximum amount of product (1.0 means a 100% yield; for example, 0.34 means a 34% yield). (1) The catalyst is C(Cl)(Cl)(Cl)Cl.N(C(C)(C)C#N)=NC(C)(C)C#N. The yield is 0.680. The product is [Br:18][CH2:10][C:9]1[CH:8]=[CH:7][C:4]([C:5]#[N:6])=[CH:3][C:2]=1[Cl:1]. The reactants are [Cl:1][C:2]1[CH:3]=[C:4]([CH:7]=[CH:8][C:9]=1[CH3:10])[C:5]#[N:6].C1C(=O)N([Br:18])C(=O)C1. (2) The reactants are [O:1]=[C:2]1[CH2:7][O:6][C:5]2[CH:8]=[CH:9][C:10]([CH:12]=O)=[N:11][C:4]=2[NH:3]1.[CH3:14][O:15][C:16]1[CH:25]=[C:24]2[C:19]([N:20]=[CH:21][C:22]([O:26][CH2:27][CH2:28][CH2:29][N:30]3[CH2:35][CH2:34][CH:33]([CH2:36][NH2:37])[CH2:32][CH2:31]3)=[N:23]2)=[CH:18][CH:17]=1.C(O)(=O)C.C([BH3-])#N.[Na+]. The catalyst is ClCCCl.CO. The product is [CH3:14][O:15][C:16]1[CH:25]=[C:24]2[C:19]([N:20]=[CH:21][C:22]([O:26][CH2:27][CH2:28][CH2:29][N:30]3[CH2:31][CH2:32][CH:33]([CH2:36][NH:37][CH2:12][C:10]4[CH:9]=[CH:8][C:5]5[O:6][CH2:7][C:2](=[O:1])[NH:3][C:4]=5[N:11]=4)[CH2:34][CH2:35]3)=[N:23]2)=[CH:18][CH:17]=1. The yield is 0.290. (3) The reactants are [CH2:1]([C:3]1[S:7][C:6]([C:8]2[CH:13]=[N:12][CH:11]=[CH:10][N:9]=2)=[N:5][C:4]=1[OH:14])[CH3:2].[H-].[Na+].C1C=CC(N([S:24]([C:27]([F:30])([F:29])[F:28])(=[O:26])=[O:25])[S:24]([C:27]([F:30])([F:29])[F:28])(=[O:26])=[O:25])=CC=1.O. The catalyst is C1COCC1. The product is [CH2:1]([C:3]1[S:7][C:6]([C:8]2[CH:13]=[N:12][CH:11]=[CH:10][N:9]=2)=[N:5][C:4]=1[O:14][S:24]([C:27]([F:30])([F:29])[F:28])(=[O:26])=[O:25])[CH3:2]. The yield is 0.281. (4) The reactants are FC1C=C(C2C=C([CH2:20][O:21][S:22]([CH3:25])(=[O:24])=[O:23])C(=O)N(CC(C)C)N=2)C=CC=1C.O[C:27]1[C:28](=[O:48])[N:29]([CH2:44][CH:45]([CH3:47])[CH3:46])[N:30]=[C:31]([C:34]2[CH:39]=[CH:38][C:37]([C:40]([F:43])([F:42])[F:41])=[CH:36][CH:35]=2)[C:32]=1C. No catalyst specified. The product is [CH2:44]([N:29]1[C:28](=[O:48])[C:27]([CH2:20][O:21][S:22]([CH3:25])(=[O:24])=[O:23])=[CH:32][C:31]([C:34]2[CH:35]=[CH:36][C:37]([C:40]([F:42])([F:41])[F:43])=[CH:38][CH:39]=2)=[N:30]1)[CH:45]([CH3:46])[CH3:47]. The yield is 0.899. (5) The reactants are [H-].[Na+].[OH:3][C:4]1[CH:5]=[C:6]2[C:10](=[CH:11][CH:12]=1)[C:9](=[O:13])[NH:8][CH2:7]2.F[C:15]1[CH:20]=[CH:19][C:18]([N+:21]([O-:23])=[O:22])=[CH:17][CH:16]=1.O. The catalyst is CN(C=O)C. The product is [C:9]1(=[O:13])[C:10]2[C:6](=[CH:5][C:4]([O:3][C:15]3[CH:20]=[CH:19][C:18]([N+:21]([O-:23])=[O:22])=[CH:17][CH:16]=3)=[CH:12][CH:11]=2)[CH2:7][NH:8]1. The yield is 0.890. (6) The reactants are [SH:1][C:2]1[NH:3][CH:4]=[CH:5][N:6]=1.Cl[C:8]1[CH:13]=[CH:12][C:11]([N+:14]([O-:16])=[O:15])=[CH:10][CH:9]=1.C(=O)([O-])[O-].[K+].[K+]. The catalyst is C(#N)C. The product is [N+:14]([C:11]1[CH:12]=[CH:13][C:8]([S:1][C:2]2[NH:3][CH:4]=[CH:5][N:6]=2)=[CH:9][CH:10]=1)([O-:16])=[O:15]. The yield is 0.860. (7) The reactants are [N+:1]([C:4]1[CH:9]=[CH:8][C:7](F)=[CH:6][CH:5]=1)([O-:3])=[O:2].[CH3:11][C:12]1[CH:13]=[C:14]([CH:16]=[CH:17][CH:18]=1)[NH2:15].[O-2].[Mg+2]. The catalyst is O. The yield is 0.470. The product is [N+:1]([C:4]1[CH:9]=[CH:8][C:7]([NH:15][C:14]2[CH:13]=[C:12]([CH3:11])[CH:18]=[CH:17][CH:16]=2)=[CH:6][CH:5]=1)([O-:3])=[O:2]. (8) The reactants are Br[C:2]1[CH:3]=[CH:4][C:5]2[C:11]3[S:12][C:13]([C:15]([N:17]([C:19]4[CH:24]=[C:23]([C:25](=[O:31])[NH:26][CH2:27][C@@H:28]([OH:30])[CH3:29])[CH:22]=[CH:21][C:20]=4[Cl:32])[CH3:18])=[O:16])=[CH:14][C:10]=3[CH2:9][CH2:8][O:7][C:6]=2[CH:33]=1.CC1(C)C2[C:56](=C(P(C3C=CC=CC=3)C3C=CC=CC=3)C=CC=2)[O:55]C2C(P(C3C=CC=CC=3)C3C=CC=CC=3)=CC=CC1=2.[CH3:76][NH2:77].Cl.C([O-])([O-])=O.[Na+].[Na+]. The catalyst is C1(C)C=CC=CC=1.CN(C=O)C.CC([O-])=O.CC([O-])=O.[Pd+2]. The product is [Cl:32][C:20]1[CH:21]=[CH:22][C:23]([C:25](=[O:31])[NH:26][CH2:27][C@@H:28]([OH:30])[CH3:29])=[CH:24][C:19]=1[N:17]([CH3:18])[C:15]([C:13]1[S:12][C:11]2[C:5]3[CH:4]=[CH:3][C:2]([C:56]([NH:77][CH3:76])=[O:55])=[CH:33][C:6]=3[O:7][CH2:8][CH2:9][C:10]=2[CH:14]=1)=[O:16]. The yield is 0.300.